This data is from Full USPTO retrosynthesis dataset with 1.9M reactions from patents (1976-2016). The task is: Predict the reactants needed to synthesize the given product. (1) The reactants are: [Cl-:1].[NH2:2][C:3]1[CH:22]=[CH:21][C:6]([NH:7][C:8]2[C:17]3[C:12](=[CH:13][CH:14]=[C:15]([N:18]([CH3:20])[CH3:19])[CH:16]=3)[NH+:11]=[CH:10][CH:9]=2)=[CH:5][CH:4]=1.Cl.[NH2:24][C:25]1[N:30]=[C:29]([NH:31][C:32]2[CH:33]=[C:34]([CH:38]=[CH:39][CH:40]=2)[C:35](O)=[O:36])[CH:28]=[C:27]([CH3:41])[N:26]=1.CCN=C=NCCCN(C)C.Cl. Given the product [Cl-:1].[NH2:24][C:25]1[N:30]=[C:29]([NH:31][C:32]2[CH:33]=[C:34]([CH:38]=[CH:39][CH:40]=2)[C:35]([NH:2][C:3]2[CH:22]=[CH:21][C:6]([NH:7][C:8]3[C:17]4[C:12](=[CH:13][CH:14]=[C:15]([N:18]([CH3:19])[CH3:20])[CH:16]=4)[NH+:11]=[CH:10][CH:9]=3)=[CH:5][CH:4]=2)=[O:36])[CH:28]=[C:27]([CH3:41])[N:26]=1, predict the reactants needed to synthesize it. (2) Given the product [CH3:1][N:2]1[CH2:7][CH2:6][C:5]2[NH:23][C:21](=[O:22])[C:20]([C:18]3[N:19]=[C:15]([C:12]4[CH:13]=[CH:14][N:9]=[CH:10][CH:11]=4)[S:16][CH:17]=3)=[CH:26][C:4]=2[CH2:3]1, predict the reactants needed to synthesize it. The reactants are: [CH3:1][N:2]1[CH2:7][CH2:6][C:5](=O)[CH2:4][CH2:3]1.[N:9]1[CH:14]=[CH:13][C:12]([C:15]2[S:16][CH:17]=[C:18]([CH2:20][C:21]([NH2:23])=[O:22])[N:19]=2)=[CH:11][CH:10]=1.[H-].[Na+].[CH3:26]N(C=O)C. (3) Given the product [OH:10][CH2:9][CH2:8][N:5]1[CH:6]=[CH:7][C:2]([B:15]2[O:16][C:17]([CH3:19])([CH3:18])[C:13]([CH3:29])([CH3:12])[O:14]2)=[CH:3][C:4]1=[O:11], predict the reactants needed to synthesize it. The reactants are: Br[C:2]1[CH:7]=[CH:6][N:5]([CH2:8][CH2:9][OH:10])[C:4](=[O:11])[CH:3]=1.[CH3:12][C:13]1([CH3:29])[C:17]([CH3:19])([CH3:18])[O:16][B:15]([B:15]2[O:16][C:17]([CH3:19])([CH3:18])[C:13]([CH3:29])([CH3:12])[O:14]2)[O:14]1.C([O-])(=O)C.[K+].C(OCC)(=O)C.